This data is from Forward reaction prediction with 1.9M reactions from USPTO patents (1976-2016). The task is: Predict the product of the given reaction. (1) Given the reactants [Cl:1][C:2]1[C:3]([CH:32]=O)=[C:4]([O:27][C:28]([F:31])([F:30])[F:29])[CH:5]=[C:6]2[C:11]=1[NH:10][C:9](=[O:12])[N:8]([CH2:13][C:14]1[CH:19]=[C:18]([Cl:20])[CH:17]=[CH:16][C:15]=1[S:21]([CH2:24][CH3:25])(=[O:23])=[O:22])[C:7]2=[O:26].[C:34]([O:38][C:39](=[O:47])[N:40]([CH3:46])[C@@H:41]1[CH2:45][CH2:44][NH:43][CH2:42]1)([CH3:37])([CH3:36])[CH3:35], predict the reaction product. The product is: [C:34]([O:38][C:39](=[O:47])[N:40]([C@@H:41]1[CH2:45][CH2:44][N:43]([CH2:32][C:3]2[C:2]([Cl:1])=[C:11]3[C:6]([C:7](=[O:26])[N:8]([CH2:13][C:14]4[CH:19]=[C:18]([Cl:20])[CH:17]=[CH:16][C:15]=4[S:21]([CH2:24][CH3:25])(=[O:22])=[O:23])[C:9](=[O:12])[NH:10]3)=[CH:5][C:4]=2[O:27][C:28]([F:30])([F:31])[F:29])[CH2:42]1)[CH3:46])([CH3:37])([CH3:36])[CH3:35]. (2) Given the reactants [NH2:1][C:2]1[CH:7]=[C:6]([N+:8]([O-:10])=[O:9])[CH:5]=[CH:4][C:3]=1[OH:11].Br[C:13]([CH3:20])([CH3:19])[C:14](OCC)=[O:15].[F-].[K+].O, predict the reaction product. The product is: [CH3:19][C:13]1([CH3:20])[C:14](=[O:15])[NH:1][C:2]2[CH:7]=[C:6]([N+:8]([O-:10])=[O:9])[CH:5]=[CH:4][C:3]=2[O:11]1.